From a dataset of Catalyst prediction with 721,799 reactions and 888 catalyst types from USPTO. Predict which catalyst facilitates the given reaction. (1) Reactant: [CH:1]1([CH2:6][C@H:7]([CH2:30][N:31]([CH:40]=[O:41])[O:32]CC2C=CC=CC=2)[C:8]([NH:10][NH:11][C:12]2[N:17]=[C:16]([O:18][CH3:19])[N:15]=[C:14]([NH:20][C@@H:21]([CH2:27][CH3:28])[C:22]([N:24]([CH3:26])[CH3:25])=[O:23])[C:13]=2[F:29])=[O:9])[CH2:5][CH2:4][CH2:3][CH2:2]1. Product: [CH:1]1([CH2:6][C@H:7]([CH2:30][N:31]([CH:40]=[O:41])[OH:32])[C:8]([NH:10][NH:11][C:12]2[N:17]=[C:16]([O:18][CH3:19])[N:15]=[C:14]([NH:20][C@@H:21]([CH2:27][CH3:28])[C:22]([N:24]([CH3:26])[CH3:25])=[O:23])[C:13]=2[F:29])=[O:9])[CH2:5][CH2:4][CH2:3][CH2:2]1. The catalyst class is: 5. (2) Reactant: [O:1]1[CH2:5][CH2:4][O:3][CH:2]1[CH2:6][CH:7]1[CH2:12][C:11](=[O:13])[CH2:10][C:9](=[O:14])[CH2:8]1.C(Cl)(Cl)Cl.C1(C)C=CC=CC=1.C([O-])(=O)C.C([O-])(=O)C.C([O-])(=O)C.[Cl:38][C:39]1[CH:44]=[CH:43][C:42]([C:45]2[CH:50]=[CH:49][C:48]([CH3:51])=[C:47]([Pb+3])[CH:46]=2)=[CH:41][CH:40]=1. Product: [Cl:38][C:39]1[CH:40]=[CH:41][C:42]([C:45]2[CH:50]=[CH:49][C:48]([CH3:51])=[C:47]([CH:10]3[C:11](=[O:13])[CH2:12][CH:7]([CH2:6][CH:2]4[O:3][CH2:4][CH2:5][O:1]4)[CH2:8][C:9]3=[O:14])[CH:46]=2)=[CH:43][CH:44]=1. The catalyst class is: 4.